From a dataset of Forward reaction prediction with 1.9M reactions from USPTO patents (1976-2016). Predict the product of the given reaction. (1) Given the reactants C(O[C:4]([C:6]1[S:10][C:9]2[CH:11]=[CH:12][C:13]([CH:15]=O)=[CH:14][C:8]=2[CH:7]=1)=[O:5])C.[CH3:17][O:18][C:19]1[CH:20]=[C:21]([CH:24]=[CH:25][CH:26]=1)[CH2:22][NH2:23].C(O[BH-](OC(=O)C)OC(=O)C)(=O)C.[Na+].C(O)(=O)C.C([O-])(O)=O.[Na+].Cl.[NH2:51][OH:52].C[O-].[Na+], predict the reaction product. The product is: [OH:52][NH:51][C:4]([C:6]1[S:10][C:9]2[CH:11]=[CH:12][C:13]([CH2:15][NH:23][CH2:22][C:21]3[CH:24]=[CH:25][CH:26]=[C:19]([O:18][CH3:17])[CH:20]=3)=[CH:14][C:8]=2[CH:7]=1)=[O:5]. (2) Given the reactants [O:1]=[CH:2][CH2:3][CH2:4][CH2:5][CH:6]1[CH2:10][CH2:9][CH2:8][N:7]1C(OCC1C=CC=CC=1)=O.CC1CCCCC=1.Cl([O-])=[O:29].[Na+].O.O.P([O-])(O)(O)=O.[Na+].Cl, predict the reaction product. The product is: [NH:7]1[CH2:8][CH2:9][CH2:10][CH:6]1[CH2:5][CH2:4][CH2:3][C:2]([OH:1])=[O:29]. (3) Given the reactants [F:1][C:2]1[CH:10]=[C:9]2[C:5]([C:6]([CH3:16])([CH3:15])[C:7](=[O:14])[N:8]2[CH:11]([CH3:13])[CH3:12])=[CH:4][CH:3]=1.[N+:17]([O-])([OH:19])=[O:18].OS(O)(=O)=O, predict the reaction product. The product is: [F:1][C:2]1[CH:10]=[C:9]2[C:5]([C:6]([CH3:16])([CH3:15])[C:7](=[O:14])[N:8]2[CH:11]([CH3:12])[CH3:13])=[CH:4][C:3]=1[N+:17]([O-:19])=[O:18].